From a dataset of Full USPTO retrosynthesis dataset with 1.9M reactions from patents (1976-2016). Predict the reactants needed to synthesize the given product. (1) Given the product [Cl:23][C:24]1[CH:25]=[CH:26][C:27]([C@H:30]2[NH:35][C:34](=[O:45])[C@H:33]([CH2:46][C:47]3[CH:52]=[CH:51][C:50]([F:53])=[CH:49][CH:48]=3)[O:32][C@H:31]2[C:54]2[CH:59]=[CH:58][C:57]([Cl:60])=[CH:56][CH:55]=2)=[CH:28][CH:29]=1, predict the reactants needed to synthesize it. The reactants are: [N+]([O-])([O-])=O.[Ce+4].[NH4+].[N+]([O-])([O-])=O.[N+]([O-])([O-])=O.[N+]([O-])([O-])=O.[N+]([O-])([O-])=O.[Cl:23][C:24]1[CH:29]=[CH:28][C:27]([C@H:30]2[N:35](CC3C=CC(OC)=CC=3)[C:34](=[O:45])[C@H:33]([CH2:46][C:47]3[CH:52]=[CH:51][C:50]([F:53])=[CH:49][CH:48]=3)[O:32][C@H:31]2[C:54]2[CH:59]=[CH:58][C:57]([Cl:60])=[CH:56][CH:55]=2)=[CH:26][CH:25]=1.ClC1C=CC([C@@H]2N(CC3C=CC(OC)=CC=3)C(=O)[C@@H](CC3C=CC(F)=CC=3)O[C@@H]2C2C=CC(Cl)=CC=2)=CC=1. (2) Given the product [CH3:1][O:2][C:3]1[CH:22]=[C:21]([O:23][CH3:24])[CH:20]=[CH:19][C:4]=1[CH2:5][N:6]1[C:11](=[O:12])[C:10]2[CH:13]=[C:14]([CH2:16][CH3:17])[S:15][C:9]=2[N:8]([CH2:26][C:27]2[CH:32]=[CH:31][C:30]([C:33]3[CH:38]=[CH:37][CH:36]=[CH:35][C:34]=3[C:39]3[N:43]([CH2:44][O:45][CH2:46][CH2:47][O:48][CH3:49])[C:42](=[O:50])[O:41][N:40]=3)=[CH:29][CH:28]=2)[C:7]1=[O:18], predict the reactants needed to synthesize it. The reactants are: [CH3:1][O:2][C:3]1[CH:22]=[C:21]([O:23][CH3:24])[CH:20]=[CH:19][C:4]=1[CH2:5][N:6]1[C:11](=[O:12])[C:10]2[CH:13]=[C:14]([CH2:16][CH3:17])[S:15][C:9]=2[NH:8][C:7]1=[O:18].Br[CH2:26][C:27]1[CH:32]=[CH:31][C:30]([C:33]2[CH:38]=[CH:37][CH:36]=[CH:35][C:34]=2[C:39]2[N:43]([CH2:44][O:45][CH2:46][CH2:47][O:48][CH3:49])[C:42](=[O:50])[O:41][N:40]=2)=[CH:29][CH:28]=1.C(=O)([O-])[O-].[K+].[K+]. (3) Given the product [OH:1][C:2]1[CH:7]=[CH:6][C:5]([C:8]2[CH:13]=[CH:12][CH:11]=[C:10]([CH2:14][CH:15]3[C:22]4[CH:21]=[C:20]([C:23]([OH:25])=[O:24])[NH:19][C:18]=4[CH2:17][CH2:16]3)[CH:9]=2)=[CH:4][CH:3]=1, predict the reactants needed to synthesize it. The reactants are: [OH:1][C:2]1[CH:7]=[CH:6][C:5]([C:8]2[CH:13]=[CH:12][CH:11]=[C:10]([CH2:14][CH:15]3[C:22]4[CH:21]=[C:20]([C:23]([O:25]C)=[O:24])[NH:19][C:18]=4[CH2:17][CH2:16]3)[CH:9]=2)=[CH:4][CH:3]=1.[OH-].[Li+].CO. (4) Given the product [C:30]([C:18]1[C:19]2[S:23][C:22]([C:24]3[CH:29]=[CH:28][CH:27]=[CH:26][CH:25]=3)=[CH:21][C:20]=2[C:15]([NH:14][CH2:13][C@H:12]([NH:11][C:9](=[O:10])[O:8][CH2:1][C:2]2[CH:7]=[CH:6][CH:5]=[CH:4][CH:3]=2)[CH2:32][OH:33])=[N:16][CH:17]=1)#[N:31], predict the reactants needed to synthesize it. The reactants are: [CH2:1]([O:8][C:9]([NH:11][C@H:12]([C:32](OC)=[O:33])[CH2:13][NH:14][C:15]1[C:20]2[CH:21]=[C:22]([C:24]3[CH:29]=[CH:28][CH:27]=[CH:26][CH:25]=3)[S:23][C:19]=2[C:18]([C:30]#[N:31])=[CH:17][N:16]=1)=[O:10])[C:2]1[CH:7]=[CH:6][CH:5]=[CH:4][CH:3]=1.[BH4-].[Na+]. (5) Given the product [CH3:1][O:2][C:3](=[O:14])[C:4]1[CH:12]=[CH:11][C:7]([C:8]([OH:10])=[O:9])=[C:6]([NH:13][C:28]([C:27]2[S:26][C:25]3[CH:31]=[CH:32][CH:33]=[CH:34][C:24]=3[C:23]=2[Cl:22])=[O:29])[CH:5]=1, predict the reactants needed to synthesize it. The reactants are: [CH3:1][O:2][C:3](=[O:14])[C:4]1[CH:12]=[CH:11][C:7]([C:8]([OH:10])=[O:9])=[C:6]([NH2:13])[CH:5]=1.C(N(CC)CC)C.[Cl:22][C:23]1[C:24]2[CH:34]=[CH:33][CH:32]=[CH:31][C:25]=2[S:26][C:27]=1[C:28](Cl)=[O:29]. (6) Given the product [F:36][CH:32]([F:37])[O:1][C:2]1[CH:3]=[C:4]([CH:7]=[C:8]([O:10][C:11]2[C:16](=[O:17])[N:15]([CH2:18][C:19]3[CH:20]=[CH:21][C:22]([O:25][CH3:26])=[CH:23][CH:24]=3)[CH:14]=[N:13][C:12]=2[C:27]([F:29])([F:30])[F:28])[CH:9]=1)[C:5]#[N:6], predict the reactants needed to synthesize it. The reactants are: [OH:1][C:2]1[CH:3]=[C:4]([CH:7]=[C:8]([O:10][C:11]2[C:16](=[O:17])[N:15]([CH2:18][C:19]3[CH:24]=[CH:23][C:22]([O:25][CH3:26])=[CH:21][CH:20]=3)[CH:14]=[N:13][C:12]=2[C:27]([F:30])([F:29])[F:28])[CH:9]=1)[C:5]#[N:6].Cl[C:32]([F:37])([F:36])C([O-])=O.[Na+].C(=O)([O-])[O-].[K+].[K+]. (7) Given the product [CH2:50]([O:9][C:7](=[O:8])[CH:3]([C:4]([O:6][CH2:44][CH3:45])=[O:5])[CH:18]([CH2:19][CH2:20][C:21]1[CH:22]=[CH:23][CH:24]=[CH:25][CH:26]=1)[C:17]([O:16][CH2:14][CH3:15])=[O:40])[CH3:51], predict the reactants needed to synthesize it. The reactants are: C([C:3](CC)([C:7]([O-:9])=[O:8])[C:4]([O-:6])=[O:5])C.[H-].[Na+].[CH2:14]([O:16][C:17](=[O:40])[CH:18](OS(C1C=CC([N+]([O-])=O)=CC=1)(=O)=O)[CH2:19][CH2:20][C:21]1[CH:26]=[CH:25][CH:24]=[CH:23][CH:22]=1)[CH3:15].CN1C(=O)N(C)[CH2:45][CH2:44]C1.[CH2:50]1COC[CH2:51]1.